Dataset: Forward reaction prediction with 1.9M reactions from USPTO patents (1976-2016). Task: Predict the product of the given reaction. (1) Given the reactants C([O:3][C:4](=[O:18])[CH:5](CCC(O)=O)[CH:6]([C:11]#[N:12])[CH2:7][CH:8]([CH3:10])[CH3:9])C.OS(O)(=O)=O, predict the reaction product. The product is: [C:11]([CH:6]([CH2:7][CH:8]([CH3:10])[CH3:9])[CH2:5][C:4]([OH:18])=[O:3])#[N:12]. (2) The product is: [O:20]1[CH:17]=[CH:6][CH:7]=[C:8]1[C:4]1[C:1]([I:28])=[CH:2][N:21]=[C:22]([NH2:24])[N:23]=1. Given the reactants [C:1]([C:4]1O[CH:6]=[CH:7][CH:8]=1)(=O)[CH3:2].COC(OC)N(C)C.[C:17](=[O:20])(O)O.[NH2:21][C:22]([NH2:24])=[NH:23].C[O-].[Na+].[I:28]N1C(=O)CCC1=O, predict the reaction product. (3) The product is: [CH3:10][O:11][C:12]1[CH:17]=[CH:16][C:15]([C:2]2[CH:6]=[CH:5][S:4][C:3]=2[C:7](=[O:9])[CH3:8])=[CH:14][CH:13]=1. Given the reactants Br[C:2]1[CH:6]=[CH:5][S:4][C:3]=1[C:7](=[O:9])[CH3:8].[CH3:10][O:11][C:12]1[CH:17]=[CH:16][C:15](B(O)O)=[CH:14][CH:13]=1.C(COC)OC.C([O-])([O-])=O.[Na+].[Na+], predict the reaction product. (4) Given the reactants [Br:1][C:2]1[CH:3]=[CH:4][C:5]([Cl:9])=[C:6]([NH2:8])[CH:7]=1.[C:10]1([S:16](Cl)(=[O:18])=[O:17])[CH:15]=[CH:14][CH:13]=[CH:12][CH:11]=1, predict the reaction product. The product is: [Br:1][C:2]1[CH:3]=[CH:4][C:5]([Cl:9])=[C:6]([NH:8][S:16]([C:10]2[CH:15]=[CH:14][CH:13]=[CH:12][CH:11]=2)(=[O:18])=[O:17])[CH:7]=1. (5) Given the reactants [OH:1][C:2]([CH3:35])([CH3:34])[CH2:3][C@@:4]1([C:28]2[CH:33]=[CH:32][CH:31]=[CH:30][CH:29]=2)[O:9][C:8](=[O:10])[N:7]([C@H:11]([C:13]2[CH:18]=[CH:17][C:16](B3OC(C)(C)C(C)(C)O3)=[CH:15][CH:14]=2)[CH3:12])[CH2:6][CH2:5]1.I[C:37]1[CH:42]=[CH:41][NH:40][C:39](=[O:43])[CH:38]=1.C([O-])([O-])=O.[Cs+].[Cs+].C(Cl)Cl, predict the reaction product. The product is: [OH:1][C:2]([CH3:34])([CH3:35])[CH2:3][C@@:4]1([C:28]2[CH:33]=[CH:32][CH:31]=[CH:30][CH:29]=2)[O:9][C:8](=[O:10])[N:7]([C@H:11]([C:13]2[CH:14]=[CH:15][C:16]([C:37]3[CH:42]=[CH:41][NH:40][C:39](=[O:43])[CH:38]=3)=[CH:17][CH:18]=2)[CH3:12])[CH2:6][CH2:5]1. (6) Given the reactants [CH:1]1[C:10]2[C:5](=[CH:6][CH:7]=[CH:8][CH:9]=2)[CH:4]=[CH:3][C:2]=1[OH:11].[CH2:12]([O:15][C:16]1[C:23]([O:24][CH3:25])=[CH:22][C:19]([CH:20]=O)=[CH:18][C:17]=1[Br:26])[CH:13]=[CH2:14].[C:27](#[N:31])[CH2:28][C:29]#[N:30].N1CCCCC1, predict the reaction product. The product is: [CH2:12]([O:15][C:16]1[C:23]([O:24][CH3:25])=[CH:22][C:19]([CH:20]2[C:3]3[C:2](=[CH:1][C:10]4[CH:9]=[CH:8][CH:7]=[CH:6][C:5]=4[CH:4]=3)[O:11][C:27]([NH2:31])=[C:28]2[C:29]#[N:30])=[CH:18][C:17]=1[Br:26])[CH:13]=[CH2:14]. (7) Given the reactants C1C(=O)N(OC(ON2C(=O)CCC2=O)=O)[C:3](=[O:4])C1.[NH2:19][C:20]1[CH:25]=[C:24]([O:26][CH3:27])[CH:23]=[CH:22][C:21]=1[NH:28][C:29]([NH:31][C:32]1[CH:37]=[CH:36][CH:35]=[CH:34][CH:33]=1)=[O:30], predict the reaction product. The product is: [C:32]1([NH:31][C:29]([N:28]2[C:21]3[CH:22]=[CH:23][C:24]([O:26][CH3:27])=[CH:25][C:20]=3[NH:19][C:3]2=[O:4])=[O:30])[CH:33]=[CH:34][CH:35]=[CH:36][CH:37]=1. (8) Given the reactants [Br:1][C:2]1[C:11]2[C:6](=[CH:7][CH:8]=[CH:9][CH:10]=2)[C:5]([OH:12])=[CH:4][CH:3]=1.Cl[CH2:14][CH2:15][CH2:16][N:17]1[CH2:22][CH2:21][CH2:20][CH2:19][CH2:18]1.C(=O)([O-])[O-].[K+].[K+].[I-].[K+].S([O-])([O-])(=O)=S.[Na+].[Na+], predict the reaction product. The product is: [Br:1][C:2]1[C:11]2[C:6](=[CH:7][CH:8]=[CH:9][CH:10]=2)[C:5]([O:12][CH2:14][CH2:15][CH2:16][N:17]2[CH2:22][CH2:21][CH2:20][CH2:19][CH2:18]2)=[CH:4][CH:3]=1. (9) Given the reactants [Cl:1][C:2]1[CH:28]=[CH:27][C:5]([CH2:6][N:7]2[C:15]3[C:10](=[CH:11][CH:12]=[CH:13][CH:14]=3)[CH:9]=[C:8]2[C:16]([N:18]2[CH2:23][CH2:22][CH:21]([C:24]([OH:26])=O)[CH2:20][CH2:19]2)=[O:17])=[CH:4][CH:3]=1.C(N=C=NCCCN(C)C)C.ON1C2C=CC=CC=2N=N1.C(N(CC)C(C)C)(C)C.[NH:59]1[CH2:65][CH2:64][CH2:63][C@H:60]1[CH2:61][OH:62], predict the reaction product. The product is: [Cl:1][C:2]1[CH:3]=[CH:4][C:5]([CH2:6][N:7]2[C:15]3[C:10](=[CH:11][CH:12]=[CH:13][CH:14]=3)[CH:9]=[C:8]2[C:16]([N:18]2[CH2:19][CH2:20][CH:21]([C:24]([N:59]3[CH2:65][CH2:64][CH2:63][C@H:60]3[CH2:61][OH:62])=[O:26])[CH2:22][CH2:23]2)=[O:17])=[CH:27][CH:28]=1.